Dataset: Catalyst prediction with 721,799 reactions and 888 catalyst types from USPTO. Task: Predict which catalyst facilitates the given reaction. (1) Reactant: C(OC([N:8]1[CH2:13][CH2:12][NH:11][CH:10]([CH3:14])[CH2:9]1)=O)(C)(C)C.Cl[C:16]1[N:23]=[CH:22][CH:21]=[CH:20][C:17]=1[C:18]#[N:19].C(N(CC)CC)C.C(=O)(O)[O-].[Na+]. Product: [NH3:8].[CH3:14][CH:10]1[CH2:9][NH:8][CH2:13][CH2:12][N:11]1[C:16]1[N:23]=[CH:22][CH:21]=[CH:20][C:17]=1[C:18]#[N:19]. The catalyst class is: 489. (2) Reactant: [NH2:1][C:2]1[CH:25]=[CH:24][C:23]([N:26]2[CH2:31][CH2:30][CH2:29][CH2:28][CH2:27]2)=[CH:22][C:3]=1[C:4]([NH:6][C:7]1[S:8][CH:9]=[C:10]([C:12]2[CH:17]=[CH:16][CH:15]=[C:14]([C:18]([F:21])([F:20])[F:19])[CH:13]=2)[N:11]=1)=[O:5].N1C=CC=CC=1.[CH3:38][N:39]([CH2:51][CH2:52][N:53]1[CH2:58][CH2:57][O:56][CH2:55][CH2:54]1)[C:40]([C:42]1[CH:43]=[C:44]([CH:48]=[CH:49][CH:50]=1)[C:45](Cl)=[O:46])=[O:41]. Product: [CH3:38][N:39]([CH2:51][CH2:52][N:53]1[CH2:58][CH2:57][O:56][CH2:55][CH2:54]1)[C:40](=[O:41])[C:42]1[CH:50]=[CH:49][CH:48]=[C:44]([C:45]([NH:1][C:2]2[CH:25]=[CH:24][C:23]([N:26]3[CH2:31][CH2:30][CH2:29][CH2:28][CH2:27]3)=[CH:22][C:3]=2[C:4](=[O:5])[NH:6][C:7]2[S:8][CH:9]=[C:10]([C:12]3[CH:17]=[CH:16][CH:15]=[C:14]([C:18]([F:20])([F:21])[F:19])[CH:13]=3)[N:11]=2)=[O:46])[CH:43]=1. The catalyst class is: 96. (3) Reactant: [N+:1]([C:4]1[CH:9]=[CH:8][CH:7]=[CH:6][C:5]=1[OH:10])([O-:3])=[O:2].C([O-])([O-])=O.[K+].[K+].[CH2:17](Br)[C:18]([C:20]1[CH:25]=[CH:24][CH:23]=[CH:22][CH:21]=1)=[O:19]. Product: [N+:1]([C:4]1[CH:9]=[CH:8][CH:7]=[CH:6][C:5]=1[O:10][CH2:17][C:18]([C:20]1[CH:25]=[CH:24][CH:23]=[CH:22][CH:21]=1)=[O:19])([O-:3])=[O:2]. The catalyst class is: 23. (4) The catalyst class is: 13. Product: [Br:46][CH2:21][C:14]1[C:15]([C:16]([O:18][CH2:19][CH3:20])=[O:17])=[C:11]([NH:10][C:8]([O:7][CH2:6][CH2:5][CH2:4][C:3]2[C:31]([F:35])=[CH:32][CH:33]=[CH:34][C:2]=2[F:1])=[O:9])[S:12][C:13]=1[C:22]1[CH:23]=[CH:24][C:25]([N+:28]([O-:30])=[O:29])=[CH:26][CH:27]=1. Reactant: [F:1][C:2]1[CH:34]=[CH:33][CH:32]=[C:31]([F:35])[C:3]=1[CH2:4][CH2:5][CH2:6][O:7][C:8]([NH:10][C:11]1[S:12][C:13]([C:22]2[CH:27]=[CH:26][C:25]([N+:28]([O-:30])=[O:29])=[CH:24][CH:23]=2)=[C:14]([CH3:21])[C:15]=1[C:16]([O:18][CH2:19][CH3:20])=[O:17])=[O:9].FC(C1C=CC=CC=1)(F)F.[Br:46]N1C(=O)CCC1=O.N(C(C)(CC(C)C)C#N)=NC(C)(CC(C)C)C#N.